Dataset: Reaction yield outcomes from USPTO patents with 853,638 reactions. Task: Predict the reaction yield, written as a fraction of the theoretical maximum amount of product (1.0 means a 100% yield; for example, 0.34 means a 34% yield). (1) The reactants are Br[C:2]1[CH:3]=[C:4]2[C:9](=[CH:10][C:11]=1[Cl:12])[N:8]=[C:7]([Cl:13])[N:6]=[CH:5]2.[CH3:14][O:15][C:16]1[CH:17]=[C:18](B(O)O)[CH:19]=[C:20]([O:22][CH3:23])[CH:21]=1.C(=O)([O-])[O-].[Cs+].[Cs+]. The catalyst is C1COCC1.O.Cl[Pd](Cl)([P](C1C=CC=CC=1)(C1C=CC=CC=1)C1C=CC=CC=1)[P](C1C=CC=CC=1)(C1C=CC=CC=1)C1C=CC=CC=1. The product is [Cl:13][C:7]1[N:6]=[CH:5][C:4]2[C:9](=[CH:10][C:11]([Cl:12])=[C:2]([C:18]3[CH:17]=[C:16]([O:15][CH3:14])[CH:21]=[C:20]([O:22][CH3:23])[CH:19]=3)[CH:3]=2)[N:8]=1. The yield is 0.550. (2) The reactants are [CH2:1]([O:3][C:4](=[O:27])[C:5]([O:8][C:9]1[CH:14]=[C:13]([O:15]CC2C=CC=CC=2)[CH:12]=[CH:11][C:10]=1[CH:23]=[CH:24][CH2:25][CH3:26])([CH3:7])[CH3:6])[CH3:2].[H][H]. The catalyst is C(O)C.[Pd]. The product is [CH2:1]([O:3][C:4](=[O:27])[C:5]([O:8][C:9]1[CH:14]=[C:13]([OH:15])[CH:12]=[CH:11][C:10]=1[CH2:23][CH2:24][CH2:25][CH3:26])([CH3:6])[CH3:7])[CH3:2]. The yield is 0.900. (3) The reactants are [H-].[Na+].C(O[C:6](=[O:22])[CH2:7][N:8]=[C:9]([C:16]1[CH:21]=[CH:20][CH:19]=[CH:18][CH:17]=1)[C:10]1[CH:15]=[CH:14][CH:13]=[CH:12][CH:11]=1)C.Br.[NH2:24][C:25]1[C:30]([CH2:31]Br)=[CH:29][C:28]([Br:33])=[CH:27][N:26]=1. The catalyst is CN(C=O)C. The product is [C:9](=[N:8][CH:7]1[CH2:31][C:30]2[C:25](=[N:26][CH:27]=[C:28]([Br:33])[CH:29]=2)[NH:24][C:6]1=[O:22])([C:10]1[CH:11]=[CH:12][CH:13]=[CH:14][CH:15]=1)[C:16]1[CH:17]=[CH:18][CH:19]=[CH:20][CH:21]=1. The yield is 0.560. (4) The reactants are Cl[C:2]1[C:7]2[N:8]=[C:9]([S:12][CH3:13])[N:10]=[CH:11][C:6]=2[CH:5]=[C:4]([CH3:14])[N:3]=1.[CH2:15]([NH2:20])[C:16]([CH3:19])([CH3:18])[CH3:17]. The catalyst is CN1C(=O)CCC1.CCOC(C)=O.O. The product is [CH3:14][C:4]1[N:3]=[C:2]([NH:20][CH2:15][C:16]([CH3:19])([CH3:18])[CH3:17])[C:7]2[N:8]=[C:9]([S:12][CH3:13])[N:10]=[CH:11][C:6]=2[CH:5]=1. The yield is 0.240. (5) The reactants are [Br:1][C:2]1[CH:7]=[CH:6][C:5]([CH2:8][CH2:9][CH2:10][C:11]([OH:13])=O)=[CH:4][CH:3]=1.[OH-].[Na+]. No catalyst specified. The product is [Br:1][C:2]1[CH:3]=[C:4]2[C:5]([CH2:8][CH2:9][CH2:10][C:11]2=[O:13])=[CH:6][CH:7]=1. The yield is 0.550. (6) The reactants are [CH3:1][O:2][C:3]1[CH:4]=[CH:5][C:6]2[S:10][CH:9]=[CH:8][C:7]=2[CH:11]=1.C([Li])CCC.C([O:20][B:21](OC(C)C)[O:22]C(C)C)(C)C. The catalyst is O1CCCC1. The product is [CH3:1][O:2][C:3]1[CH:4]=[CH:5][C:6]2[S:10][C:9]([B:21]([OH:22])[OH:20])=[CH:8][C:7]=2[CH:11]=1. The yield is 0.910. (7) The reactants are [OH:1][C:2]1[CH:7]=[CH:6][C:5](/[CH:8]=[CH:9]/[C:10]([O:12][CH3:13])=[O:11])=[CH:4][CH:3]=1.[H-].[Na+].Br[C:17]1[C:18]2[CH:34]=[CH:33][C:32]([O:35][CH3:36])=[CH:31][C:19]=2[S:20](=[O:30])[C:21]=1[C:22]1[CH:27]=[CH:26][C:25]([O:28][CH3:29])=[CH:24][CH:23]=1. The catalyst is CN(C=O)C. The product is [CH3:36][O:35][C:32]1[CH:33]=[CH:34][C:18]2[C:17]([O:1][C:2]3[CH:3]=[CH:4][C:5](/[CH:8]=[CH:9]/[C:10]([O:12][CH3:13])=[O:11])=[CH:6][CH:7]=3)=[C:21]([C:22]3[CH:27]=[CH:26][C:25]([O:28][CH3:29])=[CH:24][CH:23]=3)[S:20](=[O:30])[C:19]=2[CH:31]=1. The yield is 0.970. (8) The reactants are Cl[C:2]1[C:3]2[CH:10]=[CH:9][N:8]([S:11]([C:14]3[CH:19]=[CH:18][C:17]([CH3:20])=[CH:16][CH:15]=3)(=[O:13])=[O:12])[C:4]=2[N:5]=[CH:6][N:7]=1.[IH:21]. The catalyst is O. The product is [I:21][C:2]1[C:3]2[CH:10]=[CH:9][N:8]([S:11]([C:14]3[CH:19]=[CH:18][C:17]([CH3:20])=[CH:16][CH:15]=3)(=[O:13])=[O:12])[C:4]=2[N:5]=[CH:6][N:7]=1. The yield is 0.880. (9) The reactants are [F:1][C:2]1[CH:3]=[C:4](B(O)O)[CH:5]=[CH:6][CH:7]=1.[Br:11][C:12]1[CH:17]=[CH:16][CH:15]=[CH:14][C:13]=1[OH:18].CCN(CC)CC. The catalyst is C(Cl)Cl.CC([O-])=O.CC([O-])=O.[Cu+2]. The product is [F:1][C:2]1[CH:3]=[C:4]([CH:5]=[CH:6][CH:7]=1)[O:18][C:13]1[CH:14]=[CH:15][CH:16]=[CH:17][C:12]=1[Br:11]. The yield is 0.480.